The task is: Predict the reaction yield, written as a fraction of the theoretical maximum amount of product (1.0 means a 100% yield; for example, 0.34 means a 34% yield).. This data is from Reaction yield outcomes from USPTO patents with 853,638 reactions. (1) The reactants are [CH3:1][C:2]1[CH:3]=[C:4]([C:17]2[S:21][C:20]([N:22]3[CH2:28][CH2:27][CH2:26][NH:25][C:24](=[O:29])[CH2:23]3)=[N:19][CH:18]=2)[CH:5]=[C:6]([NH:8][C:9]2[N:14]=[C:13]([S:15][CH3:16])[CH:12]=[CH:11][N:10]=2)[CH:7]=1.ClC1C=CC=C(C(OO)=[O:38])C=1. The catalyst is ClCCl.[O-]S([O-])(=S)=O.[Na+].[Na+]. The product is [CH3:1][C:2]1[CH:3]=[C:4]([C:17]2[S:21][C:20]([N:22]3[CH2:28][CH2:27][CH2:26][NH:25][C:24](=[O:29])[CH2:23]3)=[N:19][CH:18]=2)[CH:5]=[C:6]([NH:8][C:9]2[N:14]=[C:13]([S:15]([CH3:16])=[O:38])[CH:12]=[CH:11][N:10]=2)[CH:7]=1. The yield is 0.0636. (2) The reactants are [NH:1]1[C:9]2[C:4](=[CH:5][CH:6]=[CH:7][CH:8]=2)[CH:3]=[CH:2]1.[C:10]1([CH3:20])[CH:15]=[CH:14][C:13]([S:16](Cl)(=[O:18])=[O:17])=[CH:12][CH:11]=1.[OH-].[K+]. The catalyst is C(COC)OC. The product is [C:10]1([CH3:20])[CH:15]=[CH:14][C:13]([S:16]([N:1]2[C:9]3[C:4](=[CH:5][CH:6]=[CH:7][CH:8]=3)[CH:3]=[CH:2]2)(=[O:18])=[O:17])=[CH:12][CH:11]=1. The yield is 0.890. (3) The reactants are Br[C:2]1[CH:3]=[CH:4][C:5]2[N:6]([CH2:15][CH2:16][CH3:17])[C:7]3[C:12]([C:13]=2[CH:14]=1)=[CH:11][CH:10]=[CH:9][CH:8]=3.C([Sn](CCCC)(CCCC)[C:23]1[O:24][CH:25]=[CH:26][N:27]=1)CCC.[Cl-].[Li+]. The catalyst is C1(C)C=CC=CC=1.[Pd].C1(P(C2C=CC=CC=2)C2C=CC=CC=2)C=CC=CC=1.C1(P(C2C=CC=CC=2)C2C=CC=CC=2)C=CC=CC=1.C1(P(C2C=CC=CC=2)C2C=CC=CC=2)C=CC=CC=1.C1(P(C2C=CC=CC=2)C2C=CC=CC=2)C=CC=CC=1. The product is [O:24]1[CH:25]=[CH:26][N:27]=[C:23]1[C:2]1[CH:3]=[CH:4][C:5]2[N:6]([CH2:15][CH2:16][CH3:17])[C:7]3[C:12]([C:13]=2[CH:14]=1)=[CH:11][CH:10]=[CH:9][CH:8]=3. The yield is 0.0900. (4) The reactants are [CH2:1]([O:4][CH2:5][CH2:6][CH2:7][CH2:8][CH2:9][CH2:10][OH:11])[CH2:2][CH3:3].C1C=C[NH+]=CC=1.C1C=C[NH+]=CC=1.[O-][Cr](O[Cr]([O-])(=O)=O)(=O)=O.ClCCl.C([O-])(=O)C.[Na+]. The catalyst is C(OCC)(=O)C. The product is [CH2:1]([O:4][CH2:5][CH2:6][CH2:7][CH2:8][CH2:9][CH:10]=[O:11])[CH2:2][CH3:3]. The yield is 0.710.